This data is from Catalyst prediction with 721,799 reactions and 888 catalyst types from USPTO. The task is: Predict which catalyst facilitates the given reaction. (1) Reactant: Cl.[NH2:2][C@@H:3]1[CH2:7][CH2:6][C@@:5]([C:11]([N:13]2[CH2:18][CH2:17][C:16]([C:20]3[CH:25]=[CH:24][CH:23]=[CH:22][CH:21]=3)([OH:19])[CH2:15][CH2:14]2)=[O:12])([CH:8]([CH3:10])[CH3:9])[CH2:4]1.[CH3:26][O:27][CH:28]1[C:33](=O)[CH2:32][CH2:31][O:30][CH2:29]1.C([N:37](CC)CC)C.[C:42](O[BH-](OC(=O)C)OC(=O)C)(=[O:44])C.[Na+]. Product: [NH4+:2].[OH-:12].[NH4+:37].[OH-:27].[CH3:42][OH:44].[CH:8]([C@:5]1([C:11]([N:13]2[CH2:14][CH2:15][C:16]([C:20]3[CH:25]=[CH:24][CH:23]=[CH:22][CH:21]=3)([OH:19])[CH2:17][CH2:18]2)=[O:12])[CH2:6][CH2:7][C@@H:3]([NH:2][CH:33]2[CH2:32][CH2:31][O:30][CH2:29][CH:28]2[O:27][CH3:26])[CH2:4]1)([CH3:9])[CH3:10]. The catalyst class is: 2. (2) Reactant: [CH2:1]([O:5][CH2:6][CH2:7][O:8][C:9]1[CH:14]=[CH:13][C:12]([C:15]2[CH:16]=[CH:17][C:18]3[N:24]([CH2:25][CH:26]([CH3:28])[CH3:27])[CH2:23][CH2:22][C:21]([C:29]([NH:31][C:32]4[CH:37]=[CH:36][C:35]([S:38][CH2:39][C:40]5[N:44]6[CH2:45][CH2:46][CH2:47][CH2:48][C:43]6=[N:42][CH:41]=5)=[CH:34][CH:33]=4)=[O:30])=[CH:20][C:19]=3[CH:49]=2)=[CH:11][CH:10]=1)[CH2:2][CH2:3][CH3:4].ClC1C=CC=C(C(OO)=[O:58])C=1.S([O-])([O-])(=O)=S.[Na+].[Na+]. Product: [CH2:1]([O:5][CH2:6][CH2:7][O:8][C:9]1[CH:10]=[CH:11][C:12]([C:15]2[CH:16]=[CH:17][C:18]3[N:24]([CH2:25][CH:26]([CH3:27])[CH3:28])[CH2:23][CH2:22][C:21]([C:29]([NH:31][C:32]4[CH:33]=[CH:34][C:35]([S:38]([CH2:39][C:40]5[N:44]6[CH2:45][CH2:46][CH2:47][CH2:48][C:43]6=[N:42][CH:41]=5)=[O:58])=[CH:36][CH:37]=4)=[O:30])=[CH:20][C:19]=3[CH:49]=2)=[CH:13][CH:14]=1)[CH2:2][CH2:3][CH3:4]. The catalyst class is: 4. (3) Reactant: [CH3:1][N:2]1[C:7](=[O:8])[C:6]([NH:9][C:10]2[CH:15]=[CH:14][C:13]([C:16]([N:18]3[CH2:23][CH2:22][O:21][CH2:20][CH2:19]3)=[O:17])=[CH:12][N:11]=2)=[CH:5][C:4]([C:24]2[C:29]([CH:30]=[O:31])=[C:28]([N:32]3[CH2:44][CH2:43][N:35]4[C:36]5[CH2:37][CH2:38][CH2:39][CH2:40][C:41]=5[CH:42]=[C:34]4[C:33]3=[O:45])[N:27]=[CH:26][CH:25]=2)=[CH:3]1.[BH4-].[Na+]. Product: [OH:31][CH2:30][C:29]1[C:28]([N:32]2[CH2:44][CH2:43][N:35]3[C:36]4[CH2:37][CH2:38][CH2:39][CH2:40][C:41]=4[CH:42]=[C:34]3[C:33]2=[O:45])=[N:27][CH:26]=[CH:25][C:24]=1[C:4]1[CH:5]=[C:6]([NH:9][C:10]2[CH:15]=[CH:14][C:13]([C:16]([N:18]3[CH2:23][CH2:22][O:21][CH2:20][CH2:19]3)=[O:17])=[CH:12][N:11]=2)[C:7](=[O:8])[N:2]([CH3:1])[CH:3]=1. The catalyst class is: 5.